Binary Classification. Given a drug SMILES string, predict its activity (active/inactive) in a high-throughput screening assay against a specified biological target. From a dataset of Cav3 T-type calcium channel HTS with 100,875 compounds. (1) The molecule is o1nc(cc1C1CC1)C(=O)Nc1c(OC)cc(OC)cc1. The result is 0 (inactive). (2) The drug is n1(ncc2c1ncnc2NCc1ccc(cc1)C)c1ccccc1. The result is 0 (inactive).